Dataset: Full USPTO retrosynthesis dataset with 1.9M reactions from patents (1976-2016). Task: Predict the reactants needed to synthesize the given product. Given the product [Cl:8][C:6]1[CH:7]=[C:2]([O:12][CH:11]([C:13]2[CH:18]=[CH:17][CH:16]=[CH:15][C:14]=2[N:19]2[CH:23]=[CH:22][CH:21]=[N:20]2)[C:10]([F:9])([F:25])[F:24])[N:3]=[CH:4][N:5]=1, predict the reactants needed to synthesize it. The reactants are: Cl[C:2]1[CH:7]=[C:6]([Cl:8])[N:5]=[CH:4][N:3]=1.[F:9][C:10]([F:25])([F:24])[CH:11]([C:13]1[CH:18]=[CH:17][CH:16]=[CH:15][C:14]=1[N:19]1[CH:23]=[CH:22][CH:21]=[N:20]1)[OH:12].[H-].[Na+].